The task is: Predict the product of the given reaction.. This data is from Forward reaction prediction with 1.9M reactions from USPTO patents (1976-2016). (1) Given the reactants [N:1]1[CH:6]=[CH:5][CH:4]=[CH:3][C:2]=1C.[Cl:8][CH2:9][CH2:10][OH:11].[C:12](#N)C, predict the reaction product. The product is: [Cl-:8].[OH:11][CH2:10][CH2:9][N+:1]1[CH:2]=[CH:3][C:4]([CH3:12])=[CH:5][CH:6]=1. (2) Given the reactants [Cl:1][C:2]1[CH:3]=[C:4]2[C:9](=[C:10]([C:12]#[C:13][C:14]3[CH:19]=[CH:18][CH:17]=[CH:16][CH:15]=3)[CH:11]=1)[O:8][CH:7]([C:20]([F:23])([F:22])[F:21])[C:6]([C:24]([O:26][CH2:27][CH3:28])=[O:25])=[CH:5]2, predict the reaction product. The product is: [Cl:1][C:2]1[CH:3]=[C:4]2[C:9](=[C:10]([CH2:12][CH2:13][C:14]3[CH:19]=[CH:18][CH:17]=[CH:16][CH:15]=3)[CH:11]=1)[O:8][CH:7]([C:20]([F:23])([F:22])[F:21])[C:6]([C:24]([O:26][CH2:27][CH3:28])=[O:25])=[CH:5]2. (3) Given the reactants [Cl:1][CH2:2][C:3](O)=O.C(N(CC)CC)C.C(O)C.[NH2:16][C:17]1[N:18]=[N:19][C:20]([CH:23]([CH3:25])[CH3:24])=[CH:21][CH:22]=1, predict the reaction product. The product is: [Cl:1][C:2]1[N:16]=[C:17]2[CH:22]=[CH:21][C:20]([CH:23]([CH3:25])[CH3:24])=[N:19][N:18]2[CH:3]=1. (4) Given the reactants [CH:1]1([CH:7]([C:9]2[C:10]([CH2:22][O:23][CH3:24])=[N:11][N:12]([C:14]3[CH:19]=[CH:18][C:17]([O:20][CH3:21])=[CH:16][CH:15]=3)[CH:13]=2)O)[CH2:6][CH2:5][CH2:4][CH2:3][CH2:2]1.[NH2:25][C:26]1[CH:31]=[CH:30][C:29]([C:32]([NH:34][CH2:35][CH2:36][C:37]([O:39]CC)=[O:38])=[O:33])=[CH:28][CH:27]=1, predict the reaction product. The product is: [CH:1]1([CH:7]([NH:25][C:26]2[CH:27]=[CH:28][C:29]([C:32]([NH:34][CH2:35][CH2:36][C:37]([OH:39])=[O:38])=[O:33])=[CH:30][CH:31]=2)[C:9]2[C:10]([CH2:22][O:23][CH3:24])=[N:11][N:12]([C:14]3[CH:19]=[CH:18][C:17]([O:20][CH3:21])=[CH:16][CH:15]=3)[CH:13]=2)[CH2:6][CH2:5][CH2:4][CH2:3][CH2:2]1. (5) The product is: [NH:31]1[C:32]2=[N:33][CH:34]=[C:26]([CH2:25][NH:24][C:7]([C:6]3[CH:5]=[C:4]([CH3:10])[N:3]([CH2:11][C:12]4[N:13]=[C:14]([C:17]5[CH:18]=[CH:19][CH:20]=[CH:21][CH:22]=5)[S:15][CH:16]=4)[C:2]=3[CH3:1])=[O:8])[CH:27]=[C:28]2[CH:29]=[CH:30]1. Given the reactants [CH3:1][C:2]1[N:3]([CH2:11][C:12]2[N:13]=[C:14]([C:17]3[CH:22]=[CH:21][CH:20]=[CH:19][CH:18]=3)[S:15][CH:16]=2)[C:4]([CH3:10])=[CH:5][C:6]=1[C:7](O)=[O:8].Cl.[NH2:24][CH2:25][C:26]1[CH:27]=[C:28]2[C:32](=[N:33][CH:34]=1)[NH:31][CH:30]=[CH:29]2.C1C=CC2N(O)N=NC=2C=1.C(N(CC)CC)C.CCN=C=NCCCN(C)C.Cl, predict the reaction product. (6) The product is: [OH:8][CH2:9][CH2:10][O:11][C:12]1[CH:13]=[C:14]2[C:18](=[CH:19][CH:20]=1)[NH:17][C:16]([C:28]([OH:30])=[O:29])=[CH:15]2.[CH3:6][C:4]([Si:7]([CH3:34])([CH3:33])[O:8][CH2:9][CH2:10][O:11][C:12]1[CH:13]=[C:14]2[C:18](=[CH:19][CH:20]=1)[NH:17][C:16]([C:28]([OH:30])=[O:29])=[CH:15]2)([CH3:3])[CH3:5]. Given the reactants CO.[CH3:3][C:4]([Si:7]([CH3:34])([CH3:33])[O:8][CH2:9][CH2:10][O:11][C:12]1[CH:13]=[C:14]2[C:18](=[CH:19][CH:20]=1)[N:17](C(OC(C)(C)C)=O)[C:16]([C:28]([O:30]CC)=[O:29])=[CH:15]2)([CH3:6])[CH3:5].[Li+].[OH-], predict the reaction product. (7) Given the reactants [CH:1]1([N:6]2[CH2:12][C:11]([CH3:14])([CH3:13])[C:10](=[O:15])[N:9]([CH3:16])[C:8]3[CH:17]=[N:18][C:19]([NH:21][C:22]4[CH:30]=[CH:29][C:25]([C:26](O)=[O:27])=[CH:24][C:23]=4[O:31][CH3:32])=[N:20][C:7]2=3)[CH2:5][CH2:4][CH2:3][CH2:2]1.CCN(C(C)C)C(C)C.CN(C(ON1N=NC2C=CC=CC1=2)=[N+](C)C)C.[B-](F)(F)(F)F.Cl.Cl.[NH2:66][CH:67]1[CH:72]2[CH2:73][CH2:74][N:69]([CH2:70][CH2:71]2)[CH2:68]1, predict the reaction product. The product is: [CH:1]1([N:6]2[CH2:12][C:11]([CH3:13])([CH3:14])[C:10](=[O:15])[N:9]([CH3:16])[C:8]3[CH:17]=[N:18][C:19]([NH:21][C:22]4[CH:30]=[CH:29][C:25]([C:26]([NH:66][CH:67]5[CH:72]6[CH2:73][CH2:74][N:69]([CH2:70][CH2:71]6)[CH2:68]5)=[O:27])=[CH:24][C:23]=4[O:31][CH3:32])=[N:20][C:7]2=3)[CH2:5][CH2:4][CH2:3][CH2:2]1. (8) Given the reactants [Cl:1][C:2]1[C:3]([C:17]2[CH:22]=[C:21]([Cl:23])[CH:20]=[CH:19][C:18]=2[C:24]#[N:25])=[CH:4][C:5](=[O:16])[N:6]([CH:8]([CH2:12][CH:13]([CH3:15])[CH3:14])[C:9](O)=[O:10])[CH:7]=1.[NH2:26][C:27]1[CH:39]=[CH:38][C:30]([C:31]([O:33][C:34]([CH3:37])([CH3:36])[CH3:35])=[O:32])=[CH:29][CH:28]=1, predict the reaction product. The product is: [Cl:1][C:2]1[C:3]([C:17]2[CH:22]=[C:21]([Cl:23])[CH:20]=[CH:19][C:18]=2[C:24]#[N:25])=[CH:4][C:5](=[O:16])[N:6]([CH:8]([CH2:12][CH:13]([CH3:15])[CH3:14])[C:9]([NH:26][C:27]2[CH:39]=[CH:38][C:30]([C:31]([O:33][C:34]([CH3:35])([CH3:36])[CH3:37])=[O:32])=[CH:29][CH:28]=2)=[O:10])[CH:7]=1. (9) Given the reactants CCN(C(C)C)C(C)C.Cl.[CH3:11][O:12][C:13](=[O:18])[C@H:14]([NH2:17])[CH2:15][OH:16].[CH3:19][C:20]([O:23][C:24](O[C:24]([O:23][C:20]([CH3:22])([CH3:21])[CH3:19])=[O:25])=[O:25])([CH3:22])[CH3:21], predict the reaction product. The product is: [CH3:11][O:12][C:13]([C@H:14]([NH:17][C:24](=[O:25])[O:23][C:20]([CH3:22])([CH3:21])[CH3:19])[CH2:15][OH:16])=[O:18].